Dataset: Forward reaction prediction with 1.9M reactions from USPTO patents (1976-2016). Task: Predict the product of the given reaction. (1) Given the reactants Br[C:2]1[CH:10]=[C:9]([C:11]([F:14])([F:13])[F:12])[CH:8]=[C:7]2[C:3]=1[CH:4]=[N:5][NH:6]2.CC1(C)C(C)(C)OB([C:23]2[CH:31]=[CH:30][CH:29]=[C:28]3[C:24]=2[CH2:25][C:26](=[O:32])[NH:27]3)O1.[C:34]([O-:37])(O)=[O:35].[Na+], predict the reaction product. The product is: [C:34]([OH:37])([C:11]([F:14])([F:13])[F:12])=[O:35].[F:12][C:11]([F:14])([F:13])[C:9]1[CH:8]=[C:7]2[C:3]([CH:4]=[N:5][NH:6]2)=[C:2]([C:23]2[CH:31]=[CH:30][CH:29]=[C:28]3[C:24]=2[CH2:25][C:26](=[O:32])[NH:27]3)[CH:10]=1. (2) Given the reactants CC(OC1C=CC=C([N+]([O-])=O)C=1)(C(OCC)=O)C(OCC)=O.[N+:23]([C:26]1[CH:42]=[CH:41][C:29]([O:30][CH2:31][C:32]2[CH:33]=[C:34]([C:37]([O:39][CH3:40])=[O:38])[O:35][CH:36]=2)=[CH:28][CH:27]=1)([O-])=O, predict the reaction product. The product is: [NH2:23][C:26]1[CH:27]=[CH:28][C:29]([O:30][CH2:31][C:32]2[CH:33]=[C:34]([C:37]([O:39][CH3:40])=[O:38])[O:35][CH:36]=2)=[CH:41][CH:42]=1. (3) Given the reactants CN1C([CH2:7][CH2:8][O:9][C:10]2[CH:15]=[CH:14][C:13]([N:16]3[CH2:21][CH2:20][N:19]([C:22]4[CH2:23][CH2:24][C:25]5[N:26]([C:28]([C:31]([F:34])([F:33])[F:32])=[N:29][N:30]=5)[N:27]=4)[CH2:18][CH2:17]3)=[CH:12][CH:11]=2)=CC=N1.OCC[N:38]1[CH2:43][CH2:42][N:41]([C:44]([O:46][C:47]([CH3:50])([CH3:49])[CH3:48])=[O:45])[CH2:40][CH2:39]1, predict the reaction product. The product is: [F:34][C:31]([F:32])([F:33])[C:28]1[N:26]2[N:27]=[C:22]([N:19]3[CH2:18][CH2:17][N:16]([C:13]4[CH:14]=[CH:15][C:10]([O:9][CH2:8][CH2:7][N:38]5[CH2:39][CH2:40][N:41]([C:44]([O:46][C:47]([CH3:50])([CH3:49])[CH3:48])=[O:45])[CH2:42][CH2:43]5)=[CH:11][CH:12]=4)[CH2:21][CH2:20]3)[CH:23]=[CH:24][C:25]2=[N:30][N:29]=1. (4) Given the reactants Cl[C:2]1[N:7]=[C:6]([S:8][CH3:9])[N:5]=[C:4]([O:10][C:11]2[CH:16]=[CH:15][C:14]([O:17][CH3:18])=[CH:13][C:12]=2[Cl:19])[CH:3]=1.O.Cl.Cl.[NH2:23][CH2:24][C:25]1[NH:26][C:27]2[CH:33]=[CH:32][CH:31]=[CH:30][C:28]=2[N:29]=1.C(N(CC)CC)C.O, predict the reaction product. The product is: [NH:26]1[C:27]2[CH:33]=[CH:32][CH:31]=[CH:30][C:28]=2[N:29]=[C:25]1[CH2:24][NH:23][C:2]1[N:7]=[C:6]([S:8][CH3:9])[N:5]=[C:4]([O:10][C:11]2[CH:16]=[CH:15][C:14]([O:17][CH3:18])=[CH:13][C:12]=2[Cl:19])[CH:3]=1.